Dataset: Reaction yield outcomes from USPTO patents with 853,638 reactions. Task: Predict the reaction yield, written as a fraction of the theoretical maximum amount of product (1.0 means a 100% yield; for example, 0.34 means a 34% yield). (1) The reactants are C1(P(C2C=CC=CC=2)C2C=CC=CC=2)C=CC=CC=1.[Cl:20][C:21]1[CH:26]=[CH:25][CH:24]=[C:23]([Cl:27])[C:22]=1[OH:28].O[CH2:30][C:31]1[C:35]([CH2:36][O:37][C:38]2[CH:43]=[CH:42][C:41]([C:44]3[CH:45]=[C:46]4[C:51](=[CH:52][CH:53]=3)[N:50]=[C:49]([C:54]([O:56]C)=[O:55])[CH:48]=[CH:47]4)=[CH:40][CH:39]=2)=[C:34]([CH:58]([CH3:60])[CH3:59])[O:33][N:32]=1.N(C(OC(C)C)=O)=NC(OC(C)C)=O.[OH-].[Na+]. The catalyst is O1CCCC1.CO. The product is [Cl:20][C:21]1[CH:26]=[CH:25][CH:24]=[C:23]([Cl:27])[C:22]=1[O:28][CH2:30][C:31]1[C:35]([CH2:36][O:37][C:38]2[CH:43]=[CH:42][C:41]([C:44]3[CH:45]=[C:46]4[C:51](=[CH:52][CH:53]=3)[N:50]=[C:49]([C:54]([OH:56])=[O:55])[CH:48]=[CH:47]4)=[CH:40][CH:39]=2)=[C:34]([CH:58]([CH3:60])[CH3:59])[O:33][N:32]=1. The yield is 0.240. (2) The reactants are [N+:1]([C:4]1[CH:5]=[C:6]([CH:23]=[CH:24][CH:25]=1)[CH2:7][NH:8][C:9]1[CH:10]=[C:11]([NH:15]C(=O)OC(C)(C)C)[CH:12]=[CH:13][CH:14]=1)([O-:3])=[O:2].[ClH:26]. The catalyst is O1CCOCC1. The product is [ClH:26].[ClH:26].[N+:1]([C:4]1[CH:5]=[C:6]([CH:23]=[CH:24][CH:25]=1)[CH2:7][NH:8][C:9]1[CH:14]=[CH:13][CH:12]=[C:11]([NH2:15])[CH:10]=1)([O-:3])=[O:2]. The yield is 0.960. (3) The reactants are [OH:1][C:2]1[CH:3]=[C:4]([CH:7]=[CH:8][C:9]=1[OH:10])[CH:5]=[O:6].[Na+].Cl[C:13]([F:18])([F:17])C([O-])=O.[OH-].[Na+].Cl. The product is [F:17][CH:13]([F:18])[O:10][C:9]1[CH:8]=[CH:7][C:4]([CH:5]=[O:6])=[CH:3][C:2]=1[OH:1]. The catalyst is CN(C=O)C. The yield is 0.240. (4) The reactants are [F:1][C:2]1[CH:3]=[C:4]([O:9][C:10]2[CH:15]=[CH:14][C:13]([CH2:16][CH2:17][OH:18])=[CH:12][CH:11]=2)[CH:5]=[CH:6][C:7]=1[CH3:8].[N:19]#[C:20][NH2:21].OS(C(F)(F)F)(=O)=O. The catalyst is C1COCC1. The product is [C:20](=[NH:19])([O:18][CH2:17][CH2:16][C:13]1[CH:14]=[CH:15][C:10]([O:9][C:4]2[CH:5]=[CH:6][C:7]([CH3:8])=[C:2]([F:1])[CH:3]=2)=[CH:11][CH:12]=1)[NH2:21]. The yield is 0.258. (5) The reactants are C(O[CH:4](OCC)[C:5](=[NH:8])OC)C.[CH3:12][C:13]1[CH:14]=[CH:15][C:16]([CH2:19][NH2:20])=[CH:17][CH:18]=1. The catalyst is CO. The product is [CH3:12][C:13]1[CH:14]=[C:15]2[C:4](=[CH:17][CH:18]=1)[CH:5]=[N:8][C:19]([NH2:20])=[CH:16]2. The yield is 0.630. (6) The reactants are [C:1]([O:6][C:7]12[CH2:16][CH:11]3[CH2:12][CH:13]([CH2:15][C:9]([OH:17])([CH2:10]3)[CH2:8]1)[CH2:14]2)(=[O:5])[C:2]([CH3:4])=[CH2:3].[F:18][C:19]([F:30])([F:29])[C:20](O[C:20](=[O:21])[C:19]([F:30])([F:29])[F:18])=[O:21].C1COCC1.C(=O)(O)[O-].[Na+]. The catalyst is C(OCC)(=O)C. The product is [C:1]([O:6][C:7]12[CH2:14][CH:13]3[CH2:12][CH:11]([CH2:10][C:9]([O:17][C:20](=[O:21])[C:19]([F:30])([F:29])[F:18])([CH2:15]3)[CH2:8]1)[CH2:16]2)(=[O:5])[C:2]([CH3:4])=[CH2:3]. The yield is 0.930.